This data is from CYP3A4 inhibition data for predicting drug metabolism from PubChem BioAssay. The task is: Regression/Classification. Given a drug SMILES string, predict its absorption, distribution, metabolism, or excretion properties. Task type varies by dataset: regression for continuous measurements (e.g., permeability, clearance, half-life) or binary classification for categorical outcomes (e.g., BBB penetration, CYP inhibition). Dataset: cyp3a4_veith. (1) The drug is O=C(O)[C@H](CCc1ccccn1)c1ccccc1. The result is 0 (non-inhibitor). (2) The molecule is CC(C)(C)COS(=O)OCC(C)(C)C. The result is 0 (non-inhibitor). (3) The compound is C#CCn1c(=O)c2c(ncn2C)n(C)c1=O. The result is 0 (non-inhibitor). (4) The drug is CC(=O)N1CCC2(CC1)CN(Cc1ccc(C#N)cc1)C2. The result is 0 (non-inhibitor). (5) The molecule is Cc1ccccc1-c1cncnc1Nc1ccccc1. The result is 1 (inhibitor). (6) The drug is COc1cc(CN2CCCCC2)cc2cc(C(=O)O)c(=O)oc12. The result is 0 (non-inhibitor).